This data is from Full USPTO retrosynthesis dataset with 1.9M reactions from patents (1976-2016). The task is: Predict the reactants needed to synthesize the given product. Given the product [CH3:50][O:49][C:45]1[CH:44]=[C:43]([C:18]2[C:17]3[C:21](=[CH:22][CH:23]=[C:15]([NH:14][C:13]([C:10]4([O:52][CH3:53])[CH2:11][CH2:12][NH:8][CH2:9]4)=[O:51])[CH:16]=3)[NH:20][N:19]=2)[CH:48]=[CH:47][N:46]=1, predict the reactants needed to synthesize it. The reactants are: C(OC([N:8]1[CH2:12][CH2:11][C:10]([O:52][CH3:53])([C:13](=[O:51])[NH:14][C:15]2[CH:16]=[C:17]3[C:21](=[CH:22][CH:23]=2)[N:20](C(C2C=CC=CC=2)(C2C=CC=CC=2)C2C=CC=CC=2)[N:19]=[C:18]3[C:43]2[CH:48]=[CH:47][N:46]=[C:45]([O:49][CH3:50])[CH:44]=2)[CH2:9]1)=O)(C)(C)C.C([SiH](CC)CC)C.C(O)(C(F)(F)F)=O.